Task: Predict the reactants needed to synthesize the given product.. Dataset: Full USPTO retrosynthesis dataset with 1.9M reactions from patents (1976-2016) (1) The reactants are: [CH:1]([C:4]1[CH:9]=[CH:8][C:7]([C:10]2[C:19]3[C:14](=[CH:15][CH:16]=[C:17]([O:20][CH2:21][C:22]#[CH:23])[CH:18]=3)[N:13]=[C:12]([C:24](O)=[O:25])[N:11]=2)=[CH:6][CH:5]=1)([CH3:3])[CH3:2].[NH2:27][C:28]1[CH:33]=[CH:32][C:31]([Cl:34])=[CH:30][C:29]=1O.F[P-](F)(F)(F)(F)F.N1(O[P+](N(C)C)(N(C)C)N(C)C)C2C=CC=CC=2N=N1.C(N(C(C)C)C(C)C)C.[OH-].[Na+]. Given the product [Cl:34][C:31]1[CH:32]=[CH:33][C:28]2[N:27]=[C:24]([C:12]3[N:11]=[C:10]([C:7]4[CH:8]=[CH:9][C:4]([CH:1]([CH3:2])[CH3:3])=[CH:5][CH:6]=4)[C:19]4[C:14](=[CH:15][CH:16]=[C:17]([O:20][CH2:21][C:22]#[CH:23])[CH:18]=4)[N:13]=3)[O:25][C:29]=2[CH:30]=1, predict the reactants needed to synthesize it. (2) The reactants are: Br[C:2]1[C:7]([CH3:8])=[CH:6][C:5]([N+:9]([O-:11])=[O:10])=[CH:4][N:3]=1.C(=O)([O-])[O-].[Cs+].[Cs+].[C:18]([O:22][C:23]([N:25]1[CH2:30][CH:29]=[C:28](B2OC(C)(C)C(C)(C)O2)[CH2:27][CH2:26]1)=[O:24])([CH3:21])([CH3:20])[CH3:19]. Given the product [C:18]([O:22][C:23]([N:25]1[CH2:26][CH:27]=[C:28]([C:2]2[C:7]([CH3:8])=[CH:6][C:5]([N+:9]([O-:11])=[O:10])=[CH:4][N:3]=2)[CH2:29][CH2:30]1)=[O:24])([CH3:21])([CH3:19])[CH3:20], predict the reactants needed to synthesize it. (3) Given the product [CH:1]1[C:13]2[CH:12]([CH2:14][O:15][C:16](=[O:33])[NH:17][CH:18]([CH:27]3[CH2:32][CH2:31][N:30]([C:35]4[N:40]=[CH:39][CH:38]=[CH:37][N:36]=4)[CH2:29][CH2:28]3)[CH2:19][C:20]3[CH:25]=[CH:24][CH:23]=[C:22]([Cl:26])[CH:21]=3)[C:11]3[C:6](=[CH:7][CH:8]=[CH:9][CH:10]=3)[C:5]=2[CH:4]=[CH:3][CH:2]=1, predict the reactants needed to synthesize it. The reactants are: [CH:1]1[C:13]2[CH:12]([CH2:14][O:15][C:16](=[O:33])[NH:17][CH:18]([CH:27]3[CH2:32][CH2:31][NH:30][CH2:29][CH2:28]3)[CH2:19][C:20]3[CH:25]=[CH:24][CH:23]=[C:22]([Cl:26])[CH:21]=3)[C:11]3[C:6](=[CH:7][CH:8]=[CH:9][CH:10]=3)[C:5]=2[CH:4]=[CH:3][CH:2]=1.Cl[C:35]1[N:40]=[CH:39][CH:38]=[CH:37][N:36]=1.C(N(CC)CC)C.